From a dataset of Catalyst prediction with 721,799 reactions and 888 catalyst types from USPTO. Predict which catalyst facilitates the given reaction. (1) Reactant: FC(F)(F)C(O)=O.[NH2:8][CH2:9][C:10]1[N:15]=[C:14]([C:16]2[S:17][C:18]3[CH:26]=[CH:25][CH:24]=[CH:23][C:19]=3[C:20](=[O:22])[N:21]=2)[CH:13]=[CH:12][CH:11]=1.[C:27](Cl)(=[O:34])[C:28]1[CH:33]=[CH:32][CH:31]=[CH:30][CH:29]=1.C(OCC)(=O)C.O. Product: [O:22]=[C:20]1[C:19]2[CH:23]=[CH:24][CH:25]=[CH:26][C:18]=2[S:17][C:16]([C:14]2[N:15]=[C:10]([CH2:9][NH:8][C:27](=[O:34])[C:28]3[CH:33]=[CH:32][CH:31]=[CH:30][CH:29]=3)[CH:11]=[CH:12][CH:13]=2)=[N:21]1. The catalyst class is: 80. (2) Reactant: CC[O-].[Na+].C([C:7](CC)([C:11]([O-:13])=O)[C:8]([O-])=[O:9])C.[CH3:16][NH:17][C:18]([NH2:20])=[S:19].Cl. Product: [CH3:16][N:17]1[C:11](=[O:13])[CH2:7][C:8](=[O:9])[NH:20][C:18]1=[S:19]. The catalyst class is: 88. (3) Reactant: [C:1]([O:5][C:6](=[O:18])[CH2:7][O:8][C:9]1[CH:14]=[CH:13][C:12]([Cl:15])=[CH:11][C:10]=1[C:16]#[CH:17])(C)(C)C.Cl. Product: [Cl:15][C:12]1[CH:13]=[CH:14][C:9]([O:8][CH2:7][C:6]([O:5][CH3:1])=[O:18])=[C:10]([C:16]#[CH:17])[CH:11]=1. The catalyst class is: 5. (4) Reactant: [C:1]([O:5][C:6](=[O:19])[CH:7]=[CH:8][C:9]1[CH:14]=[CH:13][C:12]([OH:15])=[CH:11][C:10]=1[CH:16]=[N:17]O)([CH3:4])([CH3:3])[CH3:2].[H][H]. Product: [C:1]([O:5][C:6](=[O:19])[CH2:7][CH2:8][C:9]1[CH:14]=[CH:13][C:12]([OH:15])=[CH:11][C:10]=1[CH2:16][NH2:17])([CH3:4])([CH3:2])[CH3:3]. The catalyst class is: 29.